This data is from Catalyst prediction with 721,799 reactions and 888 catalyst types from USPTO. The task is: Predict which catalyst facilitates the given reaction. Reactant: [CH2:1]([O:8][C@H:9]1[C@H:14]([O:15][CH2:16][C:17]2[CH:22]=[CH:21][CH:20]=[CH:19][CH:18]=2)[C@@H:13]([O:23][CH2:24][C:25]2[CH:30]=[CH:29][CH:28]=[CH:27][CH:26]=2)[CH:12]([C:31]2[CH:36]=[C:35]([CH2:37][C:38]3[CH:43]=[CH:42][C:41]([CH2:44][CH3:45])=[CH:40][CH:39]=3)[C:34]([Cl:46])=[C:33](Br)[C:32]=2[O:48][CH2:49][CH2:50]Cl)[O:11][C@@H:10]1[CH2:52][O:53][CH2:54][C:55]1[CH:60]=[CH:59][CH:58]=[CH:57][CH:56]=1)[C:2]1[CH:7]=[CH:6][CH:5]=[CH:4][CH:3]=1.[Li]CCCC. Product: [Cl:46][C:34]1[C:33]2[CH2:50][CH2:49][O:48][C:32]=2[C:31]([CH:12]2[C@H:13]([O:23][CH2:24][C:25]3[CH:30]=[CH:29][CH:28]=[CH:27][CH:26]=3)[C@@H:14]([O:15][CH2:16][C:17]3[CH:22]=[CH:21][CH:20]=[CH:19][CH:18]=3)[C@H:9]([O:8][CH2:1][C:2]3[CH:7]=[CH:6][CH:5]=[CH:4][CH:3]=3)[C@@H:10]([CH2:52][O:53][CH2:54][C:55]3[CH:56]=[CH:57][CH:58]=[CH:59][CH:60]=3)[O:11]2)=[CH:36][C:35]=1[CH2:37][C:38]1[CH:43]=[CH:42][C:41]([CH2:44][CH3:45])=[CH:40][CH:39]=1. The catalyst class is: 1.